This data is from Forward reaction prediction with 1.9M reactions from USPTO patents (1976-2016). The task is: Predict the product of the given reaction. (1) Given the reactants [OH-].[Na+].[CH2:3]([O:5][C:6]1[CH:18]=[C:17]([B:19]2[O:23]C(C)(C)C(C)(C)[O:20]2)[CH:16]=[CH:15][C:7]=1[O:8][CH2:9][C:10]([O:12]CC)=[O:11])[CH3:4].O.C(OCC)(=O)C, predict the reaction product. The product is: [C:10]([CH2:9][O:8][C:7]1[CH:15]=[CH:16][C:17]([B:19]([OH:23])[OH:20])=[CH:18][C:6]=1[O:5][CH2:3][CH3:4])([OH:12])=[O:11]. (2) Given the reactants [O:1]=[C:2]1[CH2:7][CH2:6][CH2:5][CH2:4][CH:3]1[C:8]([O:10][CH2:11][CH3:12])=[O:9].C(O[CH:18](N(C)C)[N:19]([CH3:21])[CH3:20])(C)(C)C, predict the reaction product. The product is: [CH3:18][N:19]([CH3:21])[CH:20]=[C:7]1[CH2:6][CH2:5][CH2:4][CH:3]([C:8]([O:10][CH2:11][CH3:12])=[O:9])[C:2]1=[O:1]. (3) The product is: [NH3:7].[N:17]1[C:16]2[S:20][CH:21]=[CH:22][C:15]=2[C:14]([N:11]2[CH2:10][CH2:9][CH:8]([NH2:7])[CH2:13][CH2:12]2)=[N:19][CH:18]=1. Given the reactants C(OC(=O)[NH:7][CH:8]1[CH2:13][CH2:12][N:11]([C:14]2[C:15]3[CH:22]=[CH:21][S:20][C:16]=3[N:17]=[CH:18][N:19]=2)[CH2:10][CH2:9]1)(C)(C)C.CO, predict the reaction product. (4) Given the reactants CN=[CH:3][C:4]([NH:6][C:7]1[CH:16]=[CH:15][CH:14]=[CH:13][C:8]=1[C:9]([O:11][CH3:12])=[O:10])=[O:5].S(=O)(=O)(O)[OH:18], predict the reaction product. The product is: [O:5]=[C:4]1[C:3](=[O:18])[C:16]2[C:7](=[C:8]([C:9]([O:11][CH3:12])=[O:10])[CH:13]=[CH:14][CH:15]=2)[NH:6]1. (5) Given the reactants CC(OI1(OC(C)=O)(OC(C)=O)OC(=O)C2C=CC=CC1=2)=O.[CH2:23]([N:30]1[CH2:37][CH2:36][CH:35]2[CH2:38][CH:31]1[CH2:32][CH2:33][CH:34]2[OH:39])[C:24]1[CH:29]=[CH:28][CH:27]=[CH:26][CH:25]=1, predict the reaction product. The product is: [CH2:23]([N:30]1[CH2:37][CH2:36][CH:35]2[CH2:38][CH:31]1[CH2:32][CH2:33][C:34]2=[O:39])[C:24]1[CH:25]=[CH:26][CH:27]=[CH:28][CH:29]=1.